The task is: Predict the product of the given reaction.. This data is from Forward reaction prediction with 1.9M reactions from USPTO patents (1976-2016). Given the reactants [Cl:1]C1C(C#N)=NC(Cl)=C(Cl)C=1Cl.F[C:14]1[C:15]([C:23]#[N:24])=[N:16][C:17]([F:22])=[C:18]([F:21])[C:19]=1[F:20], predict the reaction product. The product is: [Cl:1][C:14]1[C:15]([C:23]#[N:24])=[N:16][C:17]([F:22])=[C:18]([F:21])[C:19]=1[F:20].